This data is from Reaction yield outcomes from USPTO patents with 853,638 reactions. The task is: Predict the reaction yield, written as a fraction of the theoretical maximum amount of product (1.0 means a 100% yield; for example, 0.34 means a 34% yield). The reactants are Br[CH2:2][C:3]1[CH:4]=[CH:5][C:6]([C:9]2[CH:14]=[C:13]([O:15][C:16]([F:19])([F:18])[F:17])[CH:12]=[CH:11][C:10]=2[S:20]([NH:23][C:24]([CH3:27])([CH3:26])[CH3:25])(=[O:22])=[O:21])=[N:7][CH:8]=1.[CH3:28][N:29]1[CH2:34][CH2:33][NH:32][CH2:31][CH2:30]1.C([O-])([O-])=O.[K+].[K+]. The catalyst is CN(C=O)C. The product is [C:24]([NH:23][S:20]([C:10]1[CH:11]=[CH:12][C:13]([O:15][C:16]([F:19])([F:17])[F:18])=[CH:14][C:9]=1[C:6]1[CH:5]=[CH:4][C:3]([CH2:2][N:32]2[CH2:33][CH2:34][N:29]([CH3:28])[CH2:30][CH2:31]2)=[CH:8][N:7]=1)(=[O:21])=[O:22])([CH3:26])([CH3:25])[CH3:27]. The yield is 0.290.